From a dataset of Full USPTO retrosynthesis dataset with 1.9M reactions from patents (1976-2016). Predict the reactants needed to synthesize the given product. (1) Given the product [CH2:1]([O:3][CH:4]([O:18][CH2:19][CH3:20])[NH:5][CH2:6][C:7]1[CH:12]=[CH:11][CH:10]=[C:9]([O:13][CH2:14][CH3:15])[C:8]=1[O:16][CH3:17])[CH3:2], predict the reactants needed to synthesize it. The reactants are: [CH2:1]([O:3][CH:4]([O:18][CH2:19][CH3:20])/[N:5]=[CH:6]/[C:7]1[CH:12]=[CH:11][CH:10]=[C:9]([O:13][CH2:14][CH3:15])[C:8]=1[O:16][CH3:17])[CH3:2].[BH4-].[Na+].O. (2) Given the product [O:1]1[C:6]2[CH:7]=[CH:8][C:9]([S:11][C:12]3[CH:17]=[CH:16][C:15](/[CH:18]=[CH:19]/[C:20]([N:22]4[CH2:27][CH2:26][N:25]([CH2:40][C:38]([OH:44])=[O:39])[CH2:24][CH2:23]4)=[O:21])=[CH:14][C:13]=3[N+:35]([O-:37])=[O:36])=[CH:10][C:5]=2[O:4][CH2:3][CH2:2]1, predict the reactants needed to synthesize it. The reactants are: [O:1]1[C:6]2[CH:7]=[CH:8][C:9]([S:11][C:12]3[CH:17]=[CH:16][C:15](/[CH:18]=[CH:19]/[C:20]([N:22]4[CH2:27][CH2:26][N:25](C(OC(C)(C)C)=O)[CH2:24][CH2:23]4)=[O:21])=[CH:14][C:13]=3[N+:35]([O-:37])=[O:36])=[CH:10][C:5]=2[O:4][CH2:3][CH2:2]1.[C:38]([OH:44])([C:40](F)(F)F)=[O:39].BrCC(OC(C)(C)C)=O. (3) Given the product [Cl:19][C:20]1[C:25]([NH:26][C:27]2[N:32]=[C:31]([NH:33][CH:34]3[CH2:35][CH2:36]3)[C:30]3=[N:37][CH:38]=[C:39]([C:40]#[N:41])[N:29]3[N:28]=2)=[CH:24][C:23]([C:42]#[N:43])=[CH:22][C:21]=1[N:44]1[CH2:49][CH2:48][C@@H:47]([NH:50][S:51]([CH3:54])(=[O:53])=[O:52])[C@H:46]([OH:55])[CH2:45]1, predict the reactants needed to synthesize it. The reactants are: CCCC[N+](CCCC)(CCCC)CCCC.[F-].[Cl:19][C:20]1[C:25]([NH:26][C:27]2[N:32]=[C:31]([NH:33][CH:34]3[CH2:36][CH2:35]3)[C:30]3=[N:37][CH:38]=[C:39]([C:40]#[N:41])[N:29]3[N:28]=2)=[CH:24][C:23]([C:42]#[N:43])=[CH:22][C:21]=1[N:44]1[CH2:49][CH2:48][C@@H:47]([NH:50][S:51]([CH3:54])(=[O:53])=[O:52])[C@H:46]([O:55][Si](C(C)C)(C(C)C)C(C)C)[CH2:45]1. (4) The reactants are: [CH3:1][O:2][CH2:3][C:4]1[C:8]([C:9](OC)=[O:10])=[CH:7][N:6]([C:13]2[CH:18]=[CH:17][CH:16]=[C:15]([O:19][CH3:20])[CH:14]=2)[N:5]=1.[H-].[Al+3].[Li+].[H-].[H-].[H-]. Given the product [CH3:1][O:2][CH2:3][C:4]1[C:8]([CH:9]=[O:10])=[CH:7][N:6]([C:13]2[CH:18]=[CH:17][CH:16]=[C:15]([O:19][CH3:20])[CH:14]=2)[N:5]=1, predict the reactants needed to synthesize it. (5) Given the product [CH3:28][N:27]([CH3:29])[C:25]([C:24]1[CH:30]=[CH:31][C:32]([O:7][C:8]2[C:16]3[CH:15]=[CH:14][S:13][C:12]=3[CH:11]=[C:10]([C:17]([NH:41][C:38]3[CH:39]=[CH:40][N:36]([CH3:35])[N:37]=3)=[O:19])[CH:9]=2)=[CH:33][C:23]=1[F:22])=[O:26], predict the reactants needed to synthesize it. The reactants are: C([O-])([O-])=O.[Cs+].[Cs+].[OH:7][C:8]1[C:16]2[CH:15]=[CH:14][S:13][C:12]=2[CH:11]=[C:10]([C:17]([O:19]CC)=O)[CH:9]=1.[F:22][C:23]1[CH:33]=[C:32](F)[CH:31]=[CH:30][C:24]=1[C:25]([N:27]([CH3:29])[CH3:28])=[O:26].[CH3:35][N:36]1[CH:40]=[CH:39][C:38]([NH2:41])=[N:37]1.CN(C(ON1N=NC2C=CC=NC1=2)=[N+](C)C)C.F[P-](F)(F)(F)(F)F. (6) The reactants are: [Cl:1][C:2]1[CH:3]=[C:4]2[C:8](=[CH:9][CH:10]=1)[NH:7][C:6](=[O:11])[CH2:5]2.[CH2:12]([O:14][C:15]([C:17]1[NH:18][C:19]([CH:23]=O)=[C:20]([CH3:22])[CH:21]=1)=[O:16])[CH3:13]. Given the product [CH2:12]([O:14][C:15]([C:17]1[NH:18][C:19]([CH:23]=[C:5]2[C:4]3[C:8](=[CH:9][CH:10]=[C:2]([Cl:1])[CH:3]=3)[NH:7][C:6]2=[O:11])=[C:20]([CH3:22])[CH:21]=1)=[O:16])[CH3:13], predict the reactants needed to synthesize it.